This data is from Catalyst prediction with 721,799 reactions and 888 catalyst types from USPTO. The task is: Predict which catalyst facilitates the given reaction. (1) Product: [NH2:36][C:35]1[CH:34]=[CH:33][C:32]([C:44]2[CH:49]=[CH:48][CH:47]=[CH:46][CH:45]=2)=[CH:31][C:30]=1[NH:29][C:8]([C:7]1[CH:11]=[CH:12][C:4]([NH:1][C:2]([N:26]2[CH2:27][CH2:28][C:22]3([CH2:23][CH2:24][N:20]([CH2:13][C:14]4[CH:15]=[CH:16][CH:17]=[CH:18][CH:19]=4)[CH2:21]3)[CH2:25]2)=[O:3])=[CH:5][CH:6]=1)=[O:9]. The catalyst class is: 4. Reactant: [N:1]([C:4]1[CH:12]=[CH:11][C:7]([C:8](Cl)=[O:9])=[CH:6][CH:5]=1)=[C:2]=[O:3].[CH2:13]([N:20]1[CH2:24][CH2:23][C:22]2([CH2:28][CH2:27][NH:26][CH2:25]2)[CH2:21]1)[C:14]1[CH:19]=[CH:18][CH:17]=[CH:16][CH:15]=1.[NH2:29][C:30]1[CH:31]=[C:32]([C:44]2[CH:49]=[CH:48][CH:47]=[CH:46][CH:45]=2)[CH:33]=[CH:34][C:35]=1[NH:36]C(=O)OC(C)(C)C.C(N(C(C)C)CC)(C)C.C(=O)([O-])[O-]. (2) Reactant: [CH2:1]([CH:4]1[CH2:8][CH:7]([CH2:9][N+:10]([O-:12])=[O:11])[CH2:6][C:5]1=O)[CH:2]=[CH2:3].[C:14]([O-:17])(=O)[CH3:15].[NH4+:18].[C:19]([N+:23]#[C-])([CH3:22])([CH3:21])[CH3:20].FC(F)(F)[CH2:27][OH:28]. Product: [C:14]([NH:18][C@@:5]1([C:27]([NH:23][C:19]([CH3:22])([CH3:21])[CH3:20])=[O:28])[CH2:6][CH:7]([CH2:9][N+:10]([O-:12])=[O:11])[CH2:8][C@@H:4]1[CH2:1][CH:2]=[CH2:3])(=[O:17])[CH3:15]. The catalyst class is: 4. (3) Reactant: CS(Cl)(=O)=O.[Cl:6][C:7]1[CH:8]=[C:9]([CH:27]=[CH:28][C:29]=1[O:30][CH2:31][C:32]1[CH:37]=[CH:36][CH:35]=[C:34]([F:38])[CH:33]=1)[NH:10][C:11]1[C:16]([C:17]#[C:18][C:19]2[N:24]=[C:23]([CH2:25]O)[CH:22]=[CH:21][CH:20]=2)=[CH:15][N:14]=[CH:13][N:12]=1.[CH3:39][NH2:40]. Product: [Cl:6][C:7]1[CH:8]=[C:9]([NH:10][C:11]2[C:16]([C:17]#[C:18][C:19]3[CH:20]=[CH:21][CH:22]=[C:23]([CH2:25][NH:40][CH3:39])[N:24]=3)=[CH:15][N:14]=[CH:13][N:12]=2)[CH:27]=[CH:28][C:29]=1[O:30][CH2:31][C:32]1[CH:37]=[CH:36][CH:35]=[C:34]([F:38])[CH:33]=1. The catalyst class is: 1. (4) Reactant: [S:1]1[C:5]2[CH:6]=[C:7]([NH:10][C:11]3[N:16]=[CH:15][C:14]([C:17]4[S:18][CH:19]=[C:20]([C:22](OCC)=[O:23])[N:21]=4)=[C:13]([NH:27][CH:28]([CH3:30])[CH3:29])[CH:12]=3)[CH:8]=[CH:9][C:4]=2[N:3]=[CH:2]1.[NH:31]1[CH2:35][CH2:34][CH:33]([OH:36])[CH2:32]1. Product: [S:1]1[C:5]2[CH:6]=[C:7]([NH:10][C:11]3[N:16]=[CH:15][C:14]([C:17]4[S:18][CH:19]=[C:20]([C:22]([N:31]5[CH2:35][CH2:34][CH:33]([OH:36])[CH2:32]5)=[O:23])[N:21]=4)=[C:13]([NH:27][CH:28]([CH3:29])[CH3:30])[CH:12]=3)[CH:8]=[CH:9][C:4]=2[N:3]=[CH:2]1. The catalyst class is: 5.